From a dataset of Peptide-MHC class I binding affinity with 185,985 pairs from IEDB/IMGT. Regression. Given a peptide amino acid sequence and an MHC pseudo amino acid sequence, predict their binding affinity value. This is MHC class I binding data. (1) The peptide sequence is FVLALYSPPL. The MHC is HLA-A02:02 with pseudo-sequence HLA-A02:02. The binding affinity (normalized) is 0.928. (2) The peptide sequence is AEWLEMICF. The MHC is HLA-B45:01 with pseudo-sequence HLA-B45:01. The binding affinity (normalized) is 0.592.